From a dataset of Full USPTO retrosynthesis dataset with 1.9M reactions from patents (1976-2016). Predict the reactants needed to synthesize the given product. (1) Given the product [CH3:35][S:36]([O:34][C@@:24]([C:18]1[CH:19]=[C:20]([F:23])[CH:21]=[CH:22][C:17]=1[NH2:16])([C:29]#[C:30][CH:31]1[CH2:33][CH2:32]1)[C:25]([F:28])([F:26])[F:27])(=[O:38])=[O:37], predict the reactants needed to synthesize it. The reactants are: C([Zn]CC)C.C1(C#C)CC1.[Li]CCCC.[NH2:16][C:17]1[CH:22]=[CH:21][C:20]([F:23])=[CH:19][C:18]=1[C@:24]([OH:34])([C:29]#[C:30][CH:31]1[CH2:33][CH2:32]1)[C:25]([F:28])([F:27])[F:26].[CH3:35][S:36](O)(=[O:38])=[O:37]. (2) The reactants are: [Si]([O:8][CH2:9][C:10]1([CH3:37])[S:16][CH2:15][CH2:14][N:13]2[C:17]([C:20]3([C:23]4[CH:28]=[CH:27][C:26]([C:29]5[CH:36]=[CH:35][C:32]([C:33]#[N:34])=[CH:31][N:30]=5)=[CH:25][CH:24]=4)[CH2:22][CH2:21]3)=[N:18][N:19]=[C:12]2[CH2:11]1)(C(C)(C)C)(C)C.[F-].C([N+](CCCC)(CCCC)CCCC)CCC.C(=O)([O-])O.[Na+]. Given the product [OH:8][CH2:9][C:10]1([CH3:37])[S:16][CH2:15][CH2:14][N:13]2[C:17]([C:20]3([C:23]4[CH:28]=[CH:27][C:26]([C:29]5[CH:36]=[CH:35][C:32]([C:33]#[N:34])=[CH:31][N:30]=5)=[CH:25][CH:24]=4)[CH2:22][CH2:21]3)=[N:18][N:19]=[C:12]2[CH2:11]1, predict the reactants needed to synthesize it. (3) Given the product [C:11]([O:15][C:16]([N:18]1[CH:19]2[CH2:25][CH2:24][CH:23]1[CH2:22][N:21]([C:8]([C:5]1[N:6]=[N:7][C:2]([NH2:1])=[CH:3][CH:4]=1)=[O:10])[CH2:20]2)=[O:17])([CH3:14])([CH3:12])[CH3:13], predict the reactants needed to synthesize it. The reactants are: [NH2:1][C:2]1[N:7]=[N:6][C:5]([C:8]([OH:10])=O)=[CH:4][CH:3]=1.[C:11]([O:15][C:16]([N:18]1[CH:23]2[CH2:24][CH2:25][CH:19]1[CH2:20][NH:21][CH2:22]2)=[O:17])([CH3:14])([CH3:13])[CH3:12]. (4) Given the product [F:7][C:8]1[CH:13]=[CH:12][CH:11]=[CH:10][C:9]=1[CH2:14][CH2:15][OH:16], predict the reactants needed to synthesize it. The reactants are: [H-].[Al+3].[Li+].[H-].[H-].[H-].[F:7][C:8]1[CH:13]=[CH:12][CH:11]=[CH:10][C:9]=1[CH2:14][C:15](O)=[O:16].O.Cl. (5) Given the product [CH3:1][S:2]([OH:5])(=[O:4])=[O:3].[S:26]1[CH2:22][C:23](=[O:28])[NH:24][C:25]1=[O:27], predict the reactants needed to synthesize it. The reactants are: [CH3:1][S:2]([OH:5])(=[O:4])=[O:3].CN(CCOC1C=CC(C[CH:22]2[S:26][C:25](=[O:27])[NH:24][C:23]2=[O:28])=CC=1)C1C=CC=CN=1.C(OCC)C. (6) Given the product [Cl:5][C:6]1[C:15]2[C:10](=[CH:11][C:12]([OH:16])=[CH:13][CH:14]=2)[CH:9]=[CH:8][C:7]=1[CH2:18][CH:19]1[CH2:23][CH2:22][N:21]([CH:24]2[CH2:29][CH2:28][CH2:27][CH2:26][CH2:25]2)[C:20]1=[O:30], predict the reactants needed to synthesize it. The reactants are: B(Br)(Br)Br.[Cl:5][C:6]1[C:15]2[C:10](=[CH:11][C:12]([O:16]C)=[CH:13][CH:14]=2)[CH:9]=[CH:8][C:7]=1[CH2:18][CH:19]1[CH2:23][CH2:22][N:21]([CH:24]2[CH2:29][CH2:28][CH2:27][CH2:26][CH2:25]2)[C:20]1=[O:30].O.CO.